Dataset: NCI-60 drug combinations with 297,098 pairs across 59 cell lines. Task: Regression. Given two drug SMILES strings and cell line genomic features, predict the synergy score measuring deviation from expected non-interaction effect. (1) Drug 1: C1=CN(C=N1)CC(O)(P(=O)(O)O)P(=O)(O)O. Drug 2: CC(C)(C#N)C1=CC(=CC(=C1)CN2C=NC=N2)C(C)(C)C#N. Cell line: HS 578T. Synergy scores: CSS=-1.82, Synergy_ZIP=-0.687, Synergy_Bliss=-5.33, Synergy_Loewe=-6.12, Synergy_HSA=-7.94. (2) Drug 1: CC1=C2C(C(=O)C3(C(CC4C(C3C(C(C2(C)C)(CC1OC(=O)C(C(C5=CC=CC=C5)NC(=O)C6=CC=CC=C6)O)O)OC(=O)C7=CC=CC=C7)(CO4)OC(=O)C)O)C)OC(=O)C. Drug 2: C1CCC(C(C1)N)N.C(=O)(C(=O)[O-])[O-].[Pt+4]. Cell line: OVCAR-4. Synergy scores: CSS=34.4, Synergy_ZIP=-11.6, Synergy_Bliss=-2.38, Synergy_Loewe=-16.0, Synergy_HSA=0.480. (3) Synergy scores: CSS=12.7, Synergy_ZIP=0.633, Synergy_Bliss=1.28, Synergy_Loewe=-20.7, Synergy_HSA=2.22. Drug 2: CC=C1C(=O)NC(C(=O)OC2CC(=O)NC(C(=O)NC(CSSCCC=C2)C(=O)N1)C(C)C)C(C)C. Cell line: SK-OV-3. Drug 1: C1C(C(OC1N2C=C(C(=O)NC2=O)F)CO)O. (4) Drug 1: C1=CC(=CC=C1CC(C(=O)O)N)N(CCCl)CCCl.Cl. Drug 2: CC1=C2C(C(=O)C3(C(CC4C(C3C(C(C2(C)C)(CC1OC(=O)C(C(C5=CC=CC=C5)NC(=O)C6=CC=CC=C6)O)O)OC(=O)C7=CC=CC=C7)(CO4)OC(=O)C)O)C)OC(=O)C. Cell line: RXF 393. Synergy scores: CSS=8.85, Synergy_ZIP=-7.20, Synergy_Bliss=3.72, Synergy_Loewe=-13.6, Synergy_HSA=0.459. (5) Drug 1: CCCS(=O)(=O)NC1=C(C(=C(C=C1)F)C(=O)C2=CNC3=C2C=C(C=N3)C4=CC=C(C=C4)Cl)F. Drug 2: C1CN1P(=S)(N2CC2)N3CC3. Cell line: SK-MEL-28. Synergy scores: CSS=26.7, Synergy_ZIP=-3.17, Synergy_Bliss=-4.85, Synergy_Loewe=-23.8, Synergy_HSA=-5.09. (6) Drug 1: CC12CCC3C(C1CCC2=O)CC(=C)C4=CC(=O)C=CC34C. Drug 2: CC1C(C(CC(O1)OC2CC(CC3=C2C(=C4C(=C3O)C(=O)C5=CC=CC=C5C4=O)O)(C(=O)C)O)N)O. Cell line: A498. Synergy scores: CSS=71.2, Synergy_ZIP=4.81, Synergy_Bliss=7.28, Synergy_Loewe=-3.16, Synergy_HSA=8.15. (7) Drug 1: CC1=C2C(C(=O)C3(C(CC4C(C3C(C(C2(C)C)(CC1OC(=O)C(C(C5=CC=CC=C5)NC(=O)OC(C)(C)C)O)O)OC(=O)C6=CC=CC=C6)(CO4)OC(=O)C)OC)C)OC. Drug 2: CCN(CC)CCCC(C)NC1=C2C=C(C=CC2=NC3=C1C=CC(=C3)Cl)OC. Cell line: T-47D. Synergy scores: CSS=33.3, Synergy_ZIP=1.20, Synergy_Bliss=1.56, Synergy_Loewe=-1.46, Synergy_HSA=3.19. (8) Drug 1: COC1=CC(=CC(=C1O)OC)C2C3C(COC3=O)C(C4=CC5=C(C=C24)OCO5)OC6C(C(C7C(O6)COC(O7)C8=CC=CS8)O)O. Drug 2: CCN(CC)CCNC(=O)C1=C(NC(=C1C)C=C2C3=C(C=CC(=C3)F)NC2=O)C. Cell line: NCIH23. Synergy scores: CSS=55.2, Synergy_ZIP=2.70, Synergy_Bliss=3.10, Synergy_Loewe=-16.6, Synergy_HSA=0.529. (9) Drug 1: C1=CC(=CC=C1C#N)C(C2=CC=C(C=C2)C#N)N3C=NC=N3. Drug 2: CCN(CC)CCCC(C)NC1=C2C=C(C=CC2=NC3=C1C=CC(=C3)Cl)OC. Cell line: SK-MEL-28. Synergy scores: CSS=2.15, Synergy_ZIP=0.153, Synergy_Bliss=4.23, Synergy_Loewe=-2.31, Synergy_HSA=-0.117. (10) Drug 2: CC1OCC2C(O1)C(C(C(O2)OC3C4COC(=O)C4C(C5=CC6=C(C=C35)OCO6)C7=CC(=C(C(=C7)OC)O)OC)O)O. Synergy scores: CSS=15.7, Synergy_ZIP=-5.95, Synergy_Bliss=-4.05, Synergy_Loewe=-15.9, Synergy_HSA=-2.89. Cell line: PC-3. Drug 1: CC1=C(C=C(C=C1)NC2=NC=CC(=N2)N(C)C3=CC4=NN(C(=C4C=C3)C)C)S(=O)(=O)N.Cl.